Task: Predict the product of the given reaction.. Dataset: Forward reaction prediction with 1.9M reactions from USPTO patents (1976-2016) (1) The product is: [Cl:16][C:17]1[CH:22]=[CH:21][CH:20]=[C:19]([Cl:23])[C:18]=1[NH:24][C:25]([NH:1][C:2]1[CH:6]=[C:5]([C:7]2[CH:12]=[CH:11][CH:10]=[CH:9][CH:8]=2)[S:4][C:3]=1[C:13]([OH:15])=[O:14])=[O:26]. Given the reactants [NH2:1][C:2]1[CH:6]=[C:5]([C:7]2[CH:12]=[CH:11][CH:10]=[CH:9][CH:8]=2)[S:4][C:3]=1[C:13]([OH:15])=[O:14].[Cl:16][C:17]1[CH:22]=[CH:21][CH:20]=[C:19]([Cl:23])[C:18]=1[N:24]=[C:25]=[O:26].C(N(CC)CC)C.C([O-])([O-])=O.[Na+].[Na+], predict the reaction product. (2) Given the reactants CN(C)CC(N[C:7]1[CH:12]=[CH:11][C:10]([C:13]#[C:14][C:15]#[C:16][C:17]2[CH:33]=[CH:32][C:20]([C:21]([NH:23][CH:24]([C:28](=[O:31])[NH:29][OH:30])[CH:25](O)C)=[O:22])=[CH:19][CH:18]=2)=CC=1)=O.C1C[N:38]([P+](ON2N=NC3C=CC=CC2=3)(N2CCCC2)N2CCCC2)[CH2:37]C1.F[P-](F)(F)(F)(F)F.CC[N:70](C(C)C)C(C)C.C[N:78]([CH:80]=[O:81])C, predict the reaction product. The product is: [NH2:38][CH2:37][C:80]([NH:78][C:11]1[CH:10]=[CH:13][C:14]([C:15]#[C:16][C:17]2[CH:18]=[CH:19][C:20]([C:21]([NH:23][C@@H:24]([CH2:25][NH2:70])[C:28]([NH:29][OH:30])=[O:31])=[O:22])=[CH:32][CH:33]=2)=[CH:7][CH:12]=1)=[O:81]. (3) The product is: [CH3:35][N:36]([CH3:40])[C:37](=[O:38])[NH:39][C:2]1[CH:7]=[C:6]([CH2:8][NH:9][C:10]2[CH:28]=[CH:27][CH:26]=[CH:25][C:11]=2[C:12]([NH:14][C:15]2[N:16]=[CH:17][C:18]3[C:23]([CH:24]=2)=[CH:22][CH:21]=[CH:20][CH:19]=3)=[O:13])[CH:5]=[CH:4][N:3]=1. Given the reactants Br[C:2]1[CH:7]=[C:6]([CH2:8][NH:9][C:10]2[CH:28]=[CH:27][CH:26]=[CH:25][C:11]=2[C:12]([NH:14][C:15]2[N:16]=[CH:17][C:18]3[C:23]([CH:24]=2)=[CH:22][CH:21]=[CH:20][CH:19]=3)=[O:13])[CH:5]=[CH:4][N:3]=1.C(=O)([O-])[O-].[Cs+].[Cs+].[CH3:35][N:36]([CH3:40])[C:37]([NH2:39])=[O:38].CC1(C)C2C(=C(P(C3C=CC=CC=3)C3C=CC=CC=3)C=CC=2)OC2C(P(C3C=CC=CC=3)C3C=CC=CC=3)=CC=CC1=2, predict the reaction product.